This data is from Cav3 T-type calcium channel HTS with 100,875 compounds. The task is: Binary Classification. Given a drug SMILES string, predict its activity (active/inactive) in a high-throughput screening assay against a specified biological target. (1) The compound is S(CCC(=O)Nc1c2c(ccc1)cccc2)c1oc(nn1)c1ccncc1. The result is 0 (inactive). (2) The drug is Fc1c(CCNc2c([N+]([O-])=O)cc(C(NC(=O)Cc3c4c(ccc3)cccc4)CC(=O)N)cc2)cccc1. The result is 0 (inactive). (3) The molecule is O1c2c(OC1)ccc(c1onc(c1)C(=O)NCCc1ccccc1)c2. The result is 0 (inactive). (4) The molecule is Oc1c(cc(N\C=C(\C(OCC)=O)C(OCC)=O)cc1)C(OC)=O. The result is 0 (inactive). (5) The result is 1 (active). The drug is S(=O)(=O)(N1C(CCC1)C(=O)Nc1ccc(OC)cc1)c1cc2c(NC(=O)CC2)cc1. (6) The molecule is Clc1c(CSc2nn(c3ccccc3)cn2)cccc1. The result is 0 (inactive). (7) The compound is O(C(=O)C1CC1)CC(=O)c1c2c([nH]c1)cccc2. The result is 0 (inactive). (8) The drug is O=C(N(CCC#N)C)CC(CC)(c1ccccc1)C. The result is 0 (inactive). (9) The compound is O(C(=O)C1N(C2=NC(=C(C3Nc4c(C23C1)cccc4)C(OC)=O)C(OC)=O)C(OCCC#C)=O)C. The result is 0 (inactive). (10) The drug is S1c2c(N(Cc3ccc(F)cc3)C(=O)C1)cc(C(=O)N1CCOCC1)cc2. The result is 0 (inactive).